Dataset: NCI-60 drug combinations with 297,098 pairs across 59 cell lines. Task: Regression. Given two drug SMILES strings and cell line genomic features, predict the synergy score measuring deviation from expected non-interaction effect. (1) Cell line: SK-MEL-28. Drug 1: CC1=C(C=C(C=C1)NC2=NC=CC(=N2)N(C)C3=CC4=NN(C(=C4C=C3)C)C)S(=O)(=O)N.Cl. Synergy scores: CSS=18.0, Synergy_ZIP=7.35, Synergy_Bliss=9.74, Synergy_Loewe=3.61, Synergy_HSA=6.95. Drug 2: CCN(CC)CCCC(C)NC1=C2C=C(C=CC2=NC3=C1C=CC(=C3)Cl)OC. (2) Drug 1: CCCS(=O)(=O)NC1=C(C(=C(C=C1)F)C(=O)C2=CNC3=C2C=C(C=N3)C4=CC=C(C=C4)Cl)F. Drug 2: CC1CCC2CC(C(=CC=CC=CC(CC(C(=O)C(C(C(=CC(C(=O)CC(OC(=O)C3CCCCN3C(=O)C(=O)C1(O2)O)C(C)CC4CCC(C(C4)OC)O)C)C)O)OC)C)C)C)OC. Cell line: HL-60(TB). Synergy scores: CSS=25.1, Synergy_ZIP=2.11, Synergy_Bliss=10.2, Synergy_Loewe=-14.3, Synergy_HSA=1.73.